From a dataset of Catalyst prediction with 721,799 reactions and 888 catalyst types from USPTO. Predict which catalyst facilitates the given reaction. The catalyst class is: 296. Reactant: [Br:1][C:2]1[CH:3]=[C:4]([OH:9])[CH:5]=[C:6]([Cl:8])[CH:7]=1.[Cl:10][C:11]1[C:16](F)=[C:15]([C:18]([F:21])([F:20])[F:19])[CH:14]=[CH:13][N:12]=1.C([O-])([O-])=O.[K+].[K+]. Product: [Br:1][C:2]1[CH:3]=[C:4]([CH:5]=[C:6]([Cl:8])[CH:7]=1)[O:9][C:16]1[C:11]([Cl:10])=[N:12][CH:13]=[CH:14][C:15]=1[C:18]([F:21])([F:20])[F:19].